The task is: Predict the reaction yield, written as a fraction of the theoretical maximum amount of product (1.0 means a 100% yield; for example, 0.34 means a 34% yield).. This data is from Reaction yield outcomes from USPTO patents with 853,638 reactions. (1) The reactants are Cl[C:2]1[C:7]([N+:8]([O-:10])=[O:9])=[CH:6][CH:5]=[C:4]([Cl:11])[N:3]=1.[NH2:12][C:13]1[CH:18]=[CH:17][CH:16]=[CH:15][CH:14]=1.CCN(C(C)C)C(C)C. The catalyst is C1COCC1. The product is [Cl:11][C:4]1[N:3]=[C:2]([NH:12][C:13]2[CH:18]=[CH:17][CH:16]=[CH:15][CH:14]=2)[C:7]([N+:8]([O-:10])=[O:9])=[CH:6][CH:5]=1. The yield is 0.740. (2) The reactants are [Cl:1][C:2]1[CH:7]=[CH:6][CH:5]=[C:4]([Cl:8])[C:3]=1[C:9]1[C:13]([CH2:14][O:15][C:16]2[CH:21]=[CH:20][C:19]([C:22]3[CH:23]=[C:24]4[C:29](=[CH:30][CH:31]=3)[N:28]=[C:27]([C:32]([OH:34])=[O:33])[CH:26]=[CH:25]4)=[CH:18][CH:17]=2)=[C:12]([CH:35]([CH3:37])[CH3:36])[O:11][N:10]=1.CC(C)([O-])C.[K+:43].C(O)CCC. The catalyst is C(O)C. The product is [K+:43].[Cl:8][C:4]1[CH:5]=[CH:6][CH:7]=[C:2]([Cl:1])[C:3]=1[C:9]1[C:13]([CH2:14][O:15][C:16]2[CH:21]=[CH:20][C:19]([C:22]3[CH:23]=[C:24]4[C:29](=[CH:30][CH:31]=3)[N:28]=[C:27]([C:32]([O-:34])=[O:33])[CH:26]=[CH:25]4)=[CH:18][CH:17]=2)=[C:12]([CH:35]([CH3:37])[CH3:36])[O:11][N:10]=1. The yield is 0.840.